Dataset: Experimentally validated miRNA-target interactions with 360,000+ pairs, plus equal number of negative samples. Task: Binary Classification. Given a miRNA mature sequence and a target amino acid sequence, predict their likelihood of interaction. (1) The miRNA is hsa-miR-5697 with sequence UCAAGUAGUUUCAUGAUAAAGG. The protein sequence of the target gene is MDTSRVQPIKLARVTKVLGRTGSQGQCTQVRVEFMDDTSRSIIRNVKGPVREGDVLTLLESEREARRLR. Result: 0 (no interaction). (2) The miRNA is hsa-miR-208b-3p with sequence AUAAGACGAACAAAAGGUUUGU. The protein sequence of the target gene is MCARMAGRTTAAPRGPYGPWLCLLVALALDVVRVDCGQAPLDPVYLPAALELLDAPEHFRVQQVGHYPPANSSLSSRSETFLLLQPWPRAQPLLRASYPPFATQQVVPPRVTEPHQRPVPWDVRAVSVEAAVTPAEPYARVLFHLKGQDWPPGSGSLPCARLHATHPAGTAHQACRFQPSLGACVVELELPSHWFSQASTTRAELAYTLEPAAEGPGGCGSGEENDPGEQALPVGGVELRPADPPQYQEVPLDEAVTLRVPDMPVRPGQLFSATLLLRHNFTASLLTLRIKVKKGLHVTA.... Result: 0 (no interaction). (3) The miRNA is hsa-miR-142-5p with sequence CAUAAAGUAGAAAGCACUACU. The protein sequence of the target gene is MPKRSCPFADVAPLQLKVRVSQRELSRGVCAERYSQEVFEKTKRLLFLGAQAYLDHVWDEGCAVVHLPESPKPGPTGAPRAARGQMLIGPDGRLIRSLGQASEADPSGVASIACSSCVRAVDGKAVCGQCERALCGQCVRTCWGCGSVACTLCGLVDCSDMYEKVLCTSCAMFET. Result: 1 (interaction).